From a dataset of Forward reaction prediction with 1.9M reactions from USPTO patents (1976-2016). Predict the product of the given reaction. (1) The product is: [Cl:1][C:2]1[CH:19]=[CH:18][C:5]2[N:6]([CH2:21][CH2:22][O:23][C:24](=[O:26])[CH3:25])[C:7](=[O:17])[CH2:8][N:9]=[C:10]([C:11]3[CH:16]=[CH:15][CH:14]=[CH:13][CH:12]=3)[C:4]=2[CH:3]=1. Given the reactants [Cl:1][C:2]1[CH:19]=[CH:18][C:5]2[NH:6][C:7](=[O:17])[CH2:8][N:9]=[C:10]([C:11]3[CH:16]=[CH:15][CH:14]=[CH:13][CH:12]=3)[C:4]=2[CH:3]=1.Br[CH2:21][CH2:22][O:23][C:24](=[O:26])[CH3:25], predict the reaction product. (2) Given the reactants Cl[C:2]1[N:7]=[C:6]2[S:8][C:9]([C:11]([O:13]C)=[O:12])=[CH:10][C:5]2=[N:4][CH:3]=1.[OH-].[Na+].O.C1C[O:21][CH2:20][CH2:19]1, predict the reaction product. The product is: [CH2:20]([O:21][C:2]1[N:7]=[C:6]2[S:8][C:9]([C:11]([OH:13])=[O:12])=[CH:10][C:5]2=[N:4][CH:3]=1)[CH3:19]. (3) Given the reactants [Cl:1][C:2]([Cl:11])([Cl:10])[C:3]([C:5]1[NH:6][CH:7]=[CH:8][CH:9]=1)=[O:4].[Al+3].[Cl-].[Cl-].[Cl-].[CH3:16][C:17]1[O:21][N:20]=[C:19]([C:22]2[CH:27]=[CH:26][C:25](F)=[CH:24][CH:23]=2)[C:18]=1[C:29](Cl)=[O:30], predict the reaction product. The product is: [CH3:16][C:17]1[O:21][N:20]=[C:19]([C:22]2[CH:27]=[CH:26][CH:25]=[CH:24][CH:23]=2)[C:18]=1[C:29]([C:8]1[CH:9]=[C:5]([C:3](=[O:4])[C:2]([Cl:1])([Cl:10])[Cl:11])[NH:6][CH:7]=1)=[O:30]. (4) Given the reactants [NH2:1][CH2:2][C@@H:3]1[C@H:8]([CH3:9])[CH2:7][CH2:6][CH2:5][N:4]1[C:10]([C:12]1[C:17]([N:18]2[N:22]=[CH:21][CH:20]=[N:19]2)=[CH:16][CH:15]=[C:14]([CH3:23])[N:13]=1)=[O:11].Br[C:25]1[CH:30]=[CH:29][C:28]([CH3:31])=[CH:27][N:26]=1, predict the reaction product. The product is: [CH3:9][C@@H:8]1[CH2:7][CH2:6][CH2:5][N:4]([C:10]([C:12]2[C:17]([N:18]3[N:22]=[CH:21][CH:20]=[N:19]3)=[CH:16][CH:15]=[C:14]([CH3:23])[N:13]=2)=[O:11])[C@@H:3]1[CH2:2][NH:1][C:25]1[CH:30]=[CH:29][C:28]([CH3:31])=[CH:27][N:26]=1. (5) The product is: [NH2:25][C:22]1[CH:21]=[CH:20][C:19]([CH2:18][N:15]2[CH2:14][CH:13]3[N:9]([CH2:10][CH2:11][CH2:12]3)[C:8]3[N:28]=[C:4]([NH:3][CH2:1][CH3:2])[N:5]=[CH:6][C:7]=3[C:16]2=[O:17])=[CH:24][CH:23]=1. Given the reactants [CH2:1]([NH:3][C:4]1[N:5]=[CH:6][C:7]2[C:16](=[O:17])[N:15]([CH2:18][C:19]3[CH:24]=[CH:23][C:22]([N+:25]([O-])=O)=[CH:21][CH:20]=3)[CH2:14][CH:13]3[N:9]([CH2:10][CH2:11][CH2:12]3)[C:8]=2[N:28]=1)[CH3:2].[H][H], predict the reaction product. (6) Given the reactants [CH3:1][O:2][C:3](=[O:35])[NH:4][C:5]1[CH:10]=[CH:9][CH:8]=[CH:7][C:6]=1[C:11](=[C:25]1[CH2:30][CH2:29][N:28]([CH2:31][CH2:32][CH2:33][CH3:34])[CH2:27][CH2:26]1)[C:12]1[CH:17]=[CH:16][C:15]([C:18]([N:20]([CH2:23][CH3:24])[CH2:21][CH3:22])=[O:19])=[CH:14][CH:13]=1.[NH2:36][C:37]1C=CC=C[C:38]=1C(=C1CCN(CC2C=CN=CC=2)CC1)C1C=CC(C(N(CC)CC)=O)=CC=1.ClC(OC)=O, predict the reaction product. The product is: [CH2:21]([N:20]([CH2:23][CH3:24])[C:18]([C:15]1[CH:16]=[CH:17][C:12]([C:11](=[C:25]2[CH2:30][CH2:29][N:28]([CH2:31][C:32]3[CH:38]=[CH:37][N:36]=[CH:34][CH:33]=3)[CH2:27][CH2:26]2)[C:6]2[CH:7]=[CH:8][CH:9]=[CH:10][C:5]=2[NH:4][C:3](=[O:35])[O:2][CH3:1])=[CH:13][CH:14]=1)=[O:19])[CH3:22]. (7) Given the reactants [OH-].[K+].[F:3][C:4]([F:22])([F:21])[C:5]1[CH:6]=[C:7]2[CH:13]=[CH:12][N:11]([CH2:14][C:15]3[CH:20]=[CH:19][N:18]=[CH:17][CH:16]=3)[C:8]2=[N:9][CH:10]=1.CC[C:25]([O-:27])=[O:26], predict the reaction product. The product is: [F:22][C:4]([F:21])([F:3])[C:5]1[CH:6]=[C:7]2[CH:13]=[C:12]([C:25]([OH:27])=[O:26])[N:11]([CH2:14][C:15]3[CH:20]=[CH:19][N:18]=[CH:17][CH:16]=3)[C:8]2=[N:9][CH:10]=1. (8) Given the reactants Br[C:2]1[CH:7]=[CH:6][CH:5]=[CH:4][C:3]=1[CH:8]1[C:17]([CH3:19])([CH3:18])[CH2:16][C:15]2[C:10](=[CH:11][CH:12]=[C:13]([C:20]([OH:22])=[O:21])[CH:14]=2)[NH:9]1.[NH2:23][C:24]1([C:27]([O-:29])=[O:28])[CH2:26][CH2:25]1.C(=O)([O-])[O-].[K+].[K+], predict the reaction product. The product is: [C:27]([C:24]1([NH:23][C:2]2[CH:7]=[CH:6][CH:5]=[CH:4][C:3]=2[CH:8]2[C:17]([CH3:19])([CH3:18])[CH2:16][C:15]3[C:10](=[CH:11][CH:12]=[C:13]([C:20]([OH:22])=[O:21])[CH:14]=3)[NH:9]2)[CH2:26][CH2:25]1)([OH:29])=[O:28]. (9) Given the reactants [O:1]=[C:2]1[CH2:7][CH2:6][CH:5]([CH2:8][NH:9][C:10](=[O:16])[O:11][C:12]([CH3:15])([CH3:14])[CH3:13])[CH2:4][CH2:3]1.[CH3:17][Mg]Br, predict the reaction product. The product is: [OH:1][C:2]1([CH3:17])[CH2:3][CH2:4][CH:5]([CH2:8][NH:9][C:10](=[O:16])[O:11][C:12]([CH3:13])([CH3:15])[CH3:14])[CH2:6][CH2:7]1.